Dataset: Forward reaction prediction with 1.9M reactions from USPTO patents (1976-2016). Task: Predict the product of the given reaction. (1) Given the reactants [NH:1]1[CH2:6][CH2:5][CH2:4][C@@H:3]([N:7]2[C:11]3[CH:12]=[CH:13][CH:14]=[CH:15][C:10]=3[N:9]=[C:8]2[C@@H:16]([NH:18][C:19]2[N:27]=[CH:26][N:25]=[C:24]3[C:20]=2[N:21]=[CH:22][NH:23]3)[CH3:17])[CH2:2]1.[OH:28][C:29]([CH3:34])([CH3:33])[C:30](O)=[O:31].C1C=NC2N(O)N=NC=2C=1.Cl.CN(C)CCCN=C=NCC.CN1CCOCC1, predict the reaction product. The product is: [N:27]1[C:19]([NH:18][C@H:16]([C:8]2[N:7]([C@@H:3]3[CH2:4][CH2:5][CH2:6][N:1]([C:30](=[O:31])[C:29]([OH:28])([CH3:34])[CH3:33])[CH2:2]3)[C:11]3[CH:12]=[CH:13][CH:14]=[CH:15][C:10]=3[N:9]=2)[CH3:17])=[C:20]2[C:24]([NH:23][CH:22]=[N:21]2)=[N:25][CH:26]=1. (2) Given the reactants [H-].[Na+].[Br:3][C:4]1[CH:5]=[C:6]2[C:11](=[CH:12][CH:13]=1)[NH:10][C:9](=[O:14])[CH2:8][CH2:7]2.Br[CH2:16][C:17]([O:19][C:20]([CH3:23])([CH3:22])[CH3:21])=[O:18], predict the reaction product. The product is: [Br:3][C:4]1[CH:5]=[C:6]2[C:11](=[CH:12][CH:13]=1)[N:10]([CH2:16][C:17]([O:19][C:20]([CH3:23])([CH3:22])[CH3:21])=[O:18])[C:9](=[O:14])[CH2:8][CH2:7]2.